This data is from Full USPTO retrosynthesis dataset with 1.9M reactions from patents (1976-2016). The task is: Predict the reactants needed to synthesize the given product. (1) The reactants are: CO[CH:3](OC)[C:4]1[CH:9]=[CH:8][N:7]=[C:6]([CH3:10])[N:5]=1.Br.[NH2:14][C:15]1[CH:20]=[CH:19][CH:18]=[CH:17][CH:16]=1.[C:21]1([O:27][P:28]([O-:36])[O:29][C:30]2[CH:35]=[CH:34][CH:33]=[CH:32][CH:31]=2)[CH:26]=[CH:25][CH:24]=[CH:23][CH:22]=1. Given the product [C:30]1([O:29][P:28]([CH:3]([NH:14][C:15]2[CH:20]=[CH:19][CH:18]=[CH:17][CH:16]=2)[C:4]2[CH:9]=[CH:8][N:7]=[C:6]([CH3:10])[N:5]=2)(=[O:36])[O:27][C:21]2[CH:22]=[CH:23][CH:24]=[CH:25][CH:26]=2)[CH:35]=[CH:34][CH:33]=[CH:32][CH:31]=1, predict the reactants needed to synthesize it. (2) Given the product [CH3:21][O:22][N:23]([CH3:24])[C:6]([C:4]1[CH:3]=[N:2][S:1][CH:5]=1)=[O:8], predict the reactants needed to synthesize it. The reactants are: [S:1]1[CH:5]=[C:4]([C:6]([OH:8])=O)[CH:3]=[N:2]1.CN(C=O)C.C(Cl)(=O)C(Cl)=O.Cl.[CH3:21][O:22][NH:23][CH3:24].C([O-])([O-])=O.[K+].[K+]. (3) The reactants are: [C:1]([C:3]1[CH:4]=[C:5](/[C:38](/[CH3:41])=[CH:39]\[CH3:40])[C:6]2[O:10][C:9]([C:11]3[CH:36]=[CH:35][C:14]([C:15]([NH:17][CH2:18][CH:19]4[CH2:24][CH2:23][N:22]([C:25]5[N:30]=[C:29]([C:31]([F:34])([F:33])[F:32])[CH:28]=[CH:27][N:26]=5)[CH2:21][CH2:20]4)=[O:16])=[CH:13][CH:12]=3)=[N:8][C:7]=2[CH:37]=1)#[N:2].ClCCl.CO. Given the product [CH:38]([C:5]1[C:6]2[O:10][C:9]([C:11]3[CH:12]=[CH:13][C:14]([C:15]([NH:17][CH2:18][CH:19]4[CH2:24][CH2:23][N:22]([C:25]5[N:30]=[C:29]([C:31]([F:33])([F:34])[F:32])[CH:28]=[CH:27][N:26]=5)[CH2:21][CH2:20]4)=[O:16])=[CH:35][CH:36]=3)=[N:8][C:7]=2[CH:37]=[C:3]([C:1]#[N:2])[CH:4]=1)([CH2:39][CH3:40])[CH3:41], predict the reactants needed to synthesize it. (4) Given the product [CH3:12][C:4]1[CH:3]=[C:2]([C:18]#[C:17][Si:14]([CH3:16])([CH3:15])[CH3:13])[CH:11]=[CH:10][C:5]=1[O:6][CH2:7][CH2:8][OH:9], predict the reactants needed to synthesize it. The reactants are: I[C:2]1[CH:11]=[CH:10][C:5]([O:6][CH2:7][CH2:8][OH:9])=[C:4]([CH3:12])[CH:3]=1.[CH3:13][Si:14]([C:17]#[CH:18])([CH3:16])[CH3:15].N1CCCCC1.CCOC(C)=O. (5) Given the product [CH2:35]([O:34][C:32](=[O:33])[CH2:31][CH2:30][CH2:29][O:17][C:15]1[CH:14]=[CH:13][C:8]2[NH:9][C:10](=[O:12])[O:11][C:6]([C:5]#[C:4][CH:1]3[CH2:3][CH2:2]3)([C:18]([F:20])([F:21])[F:19])[C:7]=2[CH:16]=1)[CH3:36], predict the reactants needed to synthesize it. The reactants are: [CH:1]1([C:4]#[C:5][C:6]2([C:18]([F:21])([F:20])[F:19])[O:11][C:10](=[O:12])[NH:9][C:8]3[CH:13]=[CH:14][C:15]([OH:17])=[CH:16][C:7]2=3)[CH2:3][CH2:2]1.C(=O)([O-])[O-].[K+].[K+].Br[CH2:29][CH2:30][CH2:31][C:32]([O:34][CH2:35][CH3:36])=[O:33]. (6) Given the product [CH3:13][O:14][C:15]1[CH:20]=[CH:19][C:18]([C:3]2([OH:11])[C:2]([CH3:12])([CH3:1])[CH2:7][CH2:6][N:5]3[CH:8]=[N:9][CH:10]=[C:4]23)=[CH:17][CH:16]=1, predict the reactants needed to synthesize it. The reactants are: [CH3:1][C:2]1([CH3:12])[CH2:7][CH2:6][N:5]2[CH:8]=[N:9][CH:10]=[C:4]2[C:3]1=[O:11].[CH3:13][O:14][C:15]1[CH:20]=[CH:19][C:18]([Mg]Br)=[CH:17][CH:16]=1.Cl.